Dataset: Full USPTO retrosynthesis dataset with 1.9M reactions from patents (1976-2016). Task: Predict the reactants needed to synthesize the given product. (1) Given the product [C:1]([O:5][C:6]([NH:8][C@@H:9]([CH2:14][P:15]([C:20]([O:22][CH2:23][CH3:24])([O:25][CH2:26][CH3:27])[CH3:21])([O:17][CH2:18][CH3:19])=[O:16])[C:10]([OH:12])=[O:11])=[O:7])([CH3:4])([CH3:3])[CH3:2], predict the reactants needed to synthesize it. The reactants are: [C:1]([O:5][C:6]([NH:8][C@@H:9]([CH2:14][P:15]([C:20]([O:25][CH2:26][CH3:27])([O:22][CH2:23][CH3:24])[CH3:21])([O:17][CH2:18][CH3:19])=[O:16])[C:10]([O:12]C)=[O:11])=[O:7])([CH3:4])([CH3:3])[CH3:2].O.[OH-].[Li+]. (2) Given the product [CH:32]1([N:18]2[C:17](=[O:19])[C:16]3([CH2:24][CH2:23][CH2:22][N:21]([C:25]([O:27][C:28]([CH3:31])([CH3:30])[CH3:29])=[O:26])[CH2:20]3)[NH:15][C:14]2=[O:13])[CH2:37][CH2:36][CH2:35][CH2:34][CH2:33]1, predict the reactants needed to synthesize it. The reactants are: N(C(OCC)=O)=NC(OCC)=O.[O:13]=[C:14]1[NH:18][C:17](=[O:19])[C:16]2([CH2:24][CH2:23][CH2:22][N:21]([C:25]([O:27][C:28]([CH3:31])([CH3:30])[CH3:29])=[O:26])[CH2:20]2)[NH:15]1.[CH:32]1(O)[CH2:37][CH2:36][CH2:35][CH2:34][CH2:33]1.C1(P(C2C=CC=CC=2)C2C=CC=CC=2)C=CC=CC=1.O1CCCC1. (3) Given the product [ClH:1].[OH:9][C:10]1([CH2:16][N:17]2[C:22](=[O:23])[C:21]3=[CH:24][CH:25]=[CH:26][N:20]3[N:19]=[CH:18]2)[CH2:11][CH2:12][NH:13][CH2:14][CH2:15]1, predict the reactants needed to synthesize it. The reactants are: [ClH:1].FC(F)(F)C(O)=O.[OH:9][C:10]1([CH2:16][N:17]2[C:22](=[O:23])[C:21]3=[CH:24][CH:25]=[CH:26][N:20]3[N:19]=[CH:18]2)[CH2:15][CH2:14][NH:13][CH2:12][CH2:11]1.